From a dataset of Forward reaction prediction with 1.9M reactions from USPTO patents (1976-2016). Predict the product of the given reaction. (1) Given the reactants [C:1]([OH:24])(=[O:23])[CH2:2][CH2:3][CH2:4][CH2:5][CH2:6][CH2:7][CH2:8][CH2:9][CH2:10][CH2:11][CH2:12][CH2:13][CH2:14][CH2:15][CH2:16][CH2:17][CH2:18][CH2:19][CH2:20][CH2:21][CH3:22].[OH-].[K+:26], predict the reaction product. The product is: [C:1]([O-:24])(=[O:23])[CH2:2][CH2:3][CH2:4][CH2:5][CH2:6][CH2:7][CH2:8][CH2:9][CH2:10][CH2:11][CH2:12][CH2:13][CH2:14][CH2:15][CH2:16][CH2:17][CH2:18][CH2:19][CH2:20][CH2:21][CH3:22].[K+:26]. (2) Given the reactants [CH3:1][C:2]1[CH:3]=[C:4]2[C:12]3=[C:13]([O:15][CH2:16][CH:17]([C:18]4[CH:23]=[CH:22][CH:21]=[CH:20][CH:19]=4)[N:11]3[C:10]3[C:5]2=[C:6]([OH:24])[CH:7]=[CH:8][CH:9]=3)[CH:14]=1.C(=O)([O-])[O-].[K+].[K+].Br[CH2:32][C:33]#[N:34], predict the reaction product. The product is: [CH3:1][C:2]1[CH:3]=[C:4]2[C:12]3=[C:13]([O:15][CH2:16][CH:17]([C:18]4[CH:19]=[CH:20][CH:21]=[CH:22][CH:23]=4)[N:11]3[C:10]3[CH:9]=[CH:8][CH:7]=[C:6]([O:24][CH2:32][C:33]#[N:34])[C:5]2=3)[CH:14]=1. (3) Given the reactants [CH3:1][N:2]1[C:10]2[C:5](=[CH:6][CH:7]=[CH:8][CH:9]=2)[C:4]([CH2:11][CH:12]([CH3:14])[CH3:13])=[C:3]1[C:15]([N:17]([CH:46]1[CH2:51][CH2:50][CH2:49][CH2:48][CH2:47]1)[C@H:18]([C:20]([NH:22][CH:23]([C:32](=[O:45])[CH2:33][O:34][C:35](=[O:44])[C:36]1[C:41]([Cl:42])=[CH:40][CH:39]=[CH:38][C:37]=1[Cl:43])[CH2:24][C:25]([O:27]C(C)(C)C)=[O:26])=[O:21])[CH3:19])=[O:16].C(O)(C(F)(F)F)=O, predict the reaction product. The product is: [CH3:1][N:2]1[C:10]2[C:5](=[CH:6][CH:7]=[CH:8][CH:9]=2)[C:4]([CH2:11][CH:12]([CH3:14])[CH3:13])=[C:3]1[C:15]([N:17]([CH:46]1[CH2:47][CH2:48][CH2:49][CH2:50][CH2:51]1)[C@H:18]([C:20]([NH:22][CH:23]([C:32](=[O:45])[CH2:33][O:34][C:35](=[O:44])[C:36]1[C:37]([Cl:43])=[CH:38][CH:39]=[CH:40][C:41]=1[Cl:42])[CH2:24][C:25]([OH:27])=[O:26])=[O:21])[CH3:19])=[O:16]. (4) Given the reactants Cl[C:2]1[CH:7]=[C:6]([O:8][C:9]2[CH:10]=[CH:11][C:12]([NH:15][C:16]([NH:18][C:19](=[O:25])[C:20]([O:23][CH3:24])([CH3:22])[CH3:21])=[O:17])=[N:13][CH:14]=2)[CH:5]=[CH:4][N:3]=1.[CH2:26]([N:29]1[CH:33]=[C:32](B2OC(C)(C)C(C)(C)O2)[CH:31]=[N:30]1)[CH:27]=[CH2:28].C([O-])([O-])=O.[K+].[K+], predict the reaction product. The product is: [CH2:26]([N:29]1[CH:33]=[C:32]([C:2]2[CH:7]=[C:6]([O:8][C:9]3[CH:10]=[CH:11][C:12]([NH:15][C:16]([NH:18][C:19](=[O:25])[C:20]([O:23][CH3:24])([CH3:22])[CH3:21])=[O:17])=[N:13][CH:14]=3)[CH:5]=[CH:4][N:3]=2)[CH:31]=[N:30]1)[CH:27]=[CH2:28].